From a dataset of Full USPTO retrosynthesis dataset with 1.9M reactions from patents (1976-2016). Predict the reactants needed to synthesize the given product. (1) Given the product [C:23]([N:26]1[CH2:31][CH2:30][N:29]([CH2:19][C:13]2[N:8]3[CH:9]4[CH2:12][CH:11]([C:5]5[CH:4]=[C:3]([F:22])[C:2]([Br:1])=[CH:21][C:6]=5[C:7]3=[N:15][C:14]=2[C:16]([NH2:18])=[O:17])[CH2:10]4)[CH2:28][CH2:27]1)(=[O:25])[CH3:24], predict the reactants needed to synthesize it. The reactants are: [Br:1][C:2]1[C:3]([F:22])=[CH:4][C:5]2[CH:11]3[CH2:12][CH:9]([CH2:10]3)[N:8]3[C:13]([CH:19]=O)=[C:14]([C:16]([NH2:18])=[O:17])[N:15]=[C:7]3[C:6]=2[CH:21]=1.[C:23]([N:26]1[CH2:31][CH2:30][NH:29][CH2:28][CH2:27]1)(=[O:25])[CH3:24]. (2) The reactants are: [CH2:1]([O:3][C:4]([C:6]1([C:9]2[CH:14]=[CH:13][C:12]([C:15]3[CH:20]=[CH:19][C:18]([C:21]4[O:25][N:24]=[C:23]([CH3:26])[C:22]=4[NH2:27])=[CH:17][CH:16]=3)=[CH:11][CH:10]=2)[CH2:8][CH2:7]1)=[O:5])[CH3:2].[C:28]1([C:34]2[S:35][C:36]([CH:39]=O)=[CH:37][N:38]=2)[CH:33]=[CH:32][CH:31]=[CH:30][CH:29]=1. Given the product [CH2:1]([O:3][C:4]([C:6]1([C:9]2[CH:10]=[CH:11][C:12]([C:15]3[CH:20]=[CH:19][C:18]([C:21]4[O:25][N:24]=[C:23]([CH3:26])[C:22]=4[NH:27][CH2:39][C:36]4[S:35][C:34]([C:28]5[CH:29]=[CH:30][CH:31]=[CH:32][CH:33]=5)=[N:38][CH:37]=4)=[CH:17][CH:16]=3)=[CH:13][CH:14]=2)[CH2:8][CH2:7]1)=[O:5])[CH3:2], predict the reactants needed to synthesize it. (3) Given the product [CH3:12][NH:11][S:8]([C:5]1[CH:6]=[CH:7][C:2]([CH3:1])=[C:3]([CH2:13][CH2:14][CH2:15][O:16][CH2:17][CH2:18][N:19]2[C:31]3[C:30]4[CH:29]=[CH:28][CH:27]=[CH:26][C:25]=4[N:24]=[C:23]([NH2:32])[C:22]=3[N:21]=[CH:20]2)[CH:4]=1)(=[O:10])=[O:9], predict the reactants needed to synthesize it. The reactants are: [CH3:1][C:2]1[CH:7]=[CH:6][C:5]([S:8]([NH:11][CH3:12])(=[O:10])=[O:9])=[CH:4][C:3]=1[C:13]#[C:14][CH2:15][O:16][CH2:17][CH2:18][N:19]1[C:31]2[C:30]3[CH:29]=[CH:28][CH:27]=[CH:26][C:25]=3[N:24]=[C:23]([NH:32]C(=O)OCC3C=CC=CC=3)[C:22]=2[N:21]=[CH:20]1. (4) Given the product [Br:1][C:2]1[N:6]=[C:5]([Br:7])[N:4]([CH2:18][C:16]([C:10]2[CH:9]=[CH:8][C:13]([F:14])=[CH:12][C:11]=2[F:15])=[O:17])[N:3]=1, predict the reactants needed to synthesize it. The reactants are: [Br:1][C:2]1[N:6]=[C:5]([Br:7])[NH:4][N:3]=1.[CH:8]1[C:13]([F:14])=[CH:12][C:11]([F:15])=[C:10]([C:16]([CH2:18]Cl)=[O:17])[CH:9]=1.C(=O)([O-])[O-].[K+].[K+]. (5) The reactants are: [F:1][C:2]([F:15])([F:14])[C:3]1[CH:8]=[CH:7][C:6](/[CH:9]=[CH:10]/[C:11]([NH2:13])=[O:12])=[CH:5][CH:4]=1.Cl[CH2:17][C:18]([CH2:20]Cl)=O.[OH-].[K+].[N:24]1([CH2:29][CH2:30][CH2:31][CH2:32][C:33]2[CH:38]=[CH:37][C:36]([OH:39])=[CH:35][CH:34]=2)[CH:28]=[CH:27][N:26]=[N:25]1. Given the product [F:1][C:2]([F:14])([F:15])[C:3]1[CH:4]=[CH:5][C:6](/[CH:9]=[CH:10]/[C:11]2[O:12][CH:17]=[C:18]([CH2:20][O:39][C:36]3[CH:35]=[CH:34][C:33]([CH2:32][CH2:31][CH2:30][CH2:29][N:24]4[CH:28]=[CH:27][N:26]=[N:25]4)=[CH:38][CH:37]=3)[N:13]=2)=[CH:7][CH:8]=1, predict the reactants needed to synthesize it. (6) Given the product [N:13]1([C:19]2[CH:20]=[CH:21][C:22]([NH:23][C:2]3[N:7]=[CH:6][C:5]([C:8]4[CH:12]=[CH:11][S:10][CH:9]=4)=[CH:4][N:3]=3)=[CH:24][CH:25]=2)[CH2:14][CH2:15][O:16][CH2:17][CH2:18]1, predict the reactants needed to synthesize it. The reactants are: F[C:2]1[N:7]=[CH:6][C:5]([C:8]2[CH:12]=[CH:11][S:10][CH:9]=2)=[CH:4][N:3]=1.[N:13]1([C:19]2[CH:25]=[CH:24][C:22]([NH2:23])=[CH:21][CH:20]=2)[CH2:18][CH2:17][O:16][CH2:15][CH2:14]1.C(N(C(C)C)CC)(C)C. (7) Given the product [CH3:1][CH:2]1[CH2:8][C:7]2[CH:9]=[C:10]3[O:15][CH2:14][O:13][C:11]3=[CH:12][C:6]=2[C:5]([C:16]2[CH:21]=[CH:20][C:19]([N+:22]([O-:24])=[O:23])=[CH:18][CH:17]=2)=[N:4][N:3]1[C:25]#[N:26], predict the reactants needed to synthesize it. The reactants are: [CH3:1][CH:2]1[CH2:8][C:7]2[CH:9]=[C:10]3[O:15][CH2:14][O:13][C:11]3=[CH:12][C:6]=2[C:5]([C:16]2[CH:21]=[CH:20][C:19]([N+:22]([O-:24])=[O:23])=[CH:18][CH:17]=2)=[N:4][NH:3]1.[CH3:25][N:26](C)C=O.[Cl-].[K+].N#CBr. (8) Given the product [CH3:1][O:2][C:3]1[CH:4]=[C:5]([CH:8]=[CH:9][CH:10]=1)[CH2:6][NH:7][C:11](=[O:12])[O:13][C:14]([CH3:17])([CH3:16])[CH3:15], predict the reactants needed to synthesize it. The reactants are: [CH3:1][O:2][C:3]1[CH:4]=[C:5]([CH:8]=[CH:9][CH:10]=1)[CH2:6][NH2:7].[C:11](OC([O-])=O)([O:13][C:14]([CH3:17])([CH3:16])[CH3:15])=[O:12].